From a dataset of Peptide-MHC class II binding affinity with 134,281 pairs from IEDB. Regression. Given a peptide amino acid sequence and an MHC pseudo amino acid sequence, predict their binding affinity value. This is MHC class II binding data. (1) The peptide sequence is KLGEVSWEEEA. The MHC is DRB3_0202 with pseudo-sequence DRB3_0202. The binding affinity (normalized) is 0. (2) The peptide sequence is GGSILKISNKFHTKG. The MHC is DRB1_1302 with pseudo-sequence DRB1_1302. The binding affinity (normalized) is 0.408. (3) The binding affinity (normalized) is 0.577. The MHC is DRB1_0101 with pseudo-sequence DRB1_0101. The peptide sequence is FLARSALIL. (4) The peptide sequence is SDDLELSWNLNGLQAY. The MHC is DRB1_0401 with pseudo-sequence DRB1_0401. The binding affinity (normalized) is 0.582. (5) The peptide sequence is GEPLSYTRFSLARQV. The MHC is HLA-DPA10201-DPB10101 with pseudo-sequence HLA-DPA10201-DPB10101. The binding affinity (normalized) is 0.756. (6) The peptide sequence is STIFPFRRLFMVAEV. The MHC is HLA-DPA10103-DPB10301 with pseudo-sequence HLA-DPA10103-DPB10301. The binding affinity (normalized) is 0.659.